Dataset: Full USPTO retrosynthesis dataset with 1.9M reactions from patents (1976-2016). Task: Predict the reactants needed to synthesize the given product. (1) Given the product [F:1][C:2]1[CH:3]=[CH:4][C:5]([O:10][CH3:11])=[C:6]([CH:7]=1)[CH2:8][Cl:14], predict the reactants needed to synthesize it. The reactants are: [F:1][C:2]1[CH:3]=[CH:4][C:5]([O:10][CH3:11])=[C:6]([CH2:8]O)[CH:7]=1.O=S(Cl)[Cl:14]. (2) Given the product [C:1]([C:5]1[S:9][C:8](/[N:10]=[CH:13]/[N:14]([CH3:16])[CH3:15])=[N:7][N:6]=1)([CH3:4])([CH3:3])[CH3:2], predict the reactants needed to synthesize it. The reactants are: [C:1]([C:5]1[S:9][C:8]([NH2:10])=[N:7][N:6]=1)([CH3:4])([CH3:3])[CH3:2].CO[CH:13](OC)[N:14]([CH3:16])[CH3:15].CCCCCC. (3) Given the product [OH:28][CH2:27][C@H:24]1[CH2:25][CH2:26][N:22]([C:3]2[C:2]([C:37]3[NH:36][N:35]=[CH:39][CH:38]=3)=[CH:21][C:6]([C:7]([NH:9][C:10]3[CH:15]=[CH:14][C:13]([S:16][C:17]([F:20])([F:19])[F:18])=[CH:12][CH:11]=3)=[O:8])=[CH:5][N:4]=2)[CH2:23]1, predict the reactants needed to synthesize it. The reactants are: Br[C:2]1[C:3]([N:22]2[CH2:26][CH2:25][C@H:24]([CH2:27][OH:28])[CH2:23]2)=[N:4][CH:5]=[C:6]([CH:21]=1)[C:7]([NH:9][C:10]1[CH:15]=[CH:14][C:13]([S:16][C:17]([F:20])([F:19])[F:18])=[CH:12][CH:11]=1)=[O:8].O1CCCCC1[N:35]1[C:39](B2OC(C)(C)C(C)(C)O2)=[CH:38][CH:37]=[N:36]1. (4) Given the product [C:1]12([O:15][CH2:16][CH2:17][O:18]1)[C:10]1[C:5](=[CH:6][CH:7]=[CH:8][CH:9]=1)[CH2:4][C@@H:3]([CH:11]=[O:12])[CH2:2]2, predict the reactants needed to synthesize it. The reactants are: [C:1]12([O:18][CH2:17][CH2:16][O:15]1)[C:10]1[C:5](=[CH:6][CH:7]=[CH:8][CH:9]=1)[CH2:4][C@@H:3]([C:11](OC)=[O:12])[CH2:2]2.[H-].C([Al+]CC(C)C)C(C)C. (5) Given the product [CH3:33][O:32][C:26]1[CH:27]=[C:28]([O:30][CH3:31])[CH:29]=[C:21]2[C:22]=1[C:23](=[O:24])[NH:25][C:7]([C:6]1[CH:9]=[CH:10][C:3]([O:2][CH3:1])=[CH:4][C:5]=1[C:11]([N:13]1[CH2:18][CH2:17][N:16]([CH3:19])[CH2:15][CH2:14]1)=[O:12])=[N:20]2, predict the reactants needed to synthesize it. The reactants are: [CH3:1][O:2][C:3]1[CH:10]=[CH:9][C:6]([CH:7]=O)=[C:5]([C:11]([N:13]2[CH2:18][CH2:17][N:16]([CH3:19])[CH2:15][CH2:14]2)=[O:12])[CH:4]=1.[NH2:20][C:21]1[CH:29]=[C:28]([O:30][CH3:31])[CH:27]=[C:26]([O:32][CH3:33])[C:22]=1[C:23]([NH2:25])=[O:24].OS([O-])=O.[Na+].O.C1(C)C=CC(S(O)(=O)=O)=CC=1. (6) Given the product [Cl:1][C:2]1[CH:10]=[CH:9][CH:8]=[C:7]2[C:3]=1[CH2:4][C:5](=[O:12])[N:6]2[CH3:11], predict the reactants needed to synthesize it. The reactants are: [Cl:1][C:2]1[CH:10]=[CH:9][CH:8]=[C:7]2[C:3]=1[C:4](=O)[C:5](=[O:12])[N:6]2[CH3:11].O.NN. (7) Given the product [Br-:1].[CH2:14]([P+:16]([CH2:19][CH3:20])([CH2:17][CH3:18])[CH2:2][CH2:3][CH2:4][CH2:5][CH3:6])[CH3:15], predict the reactants needed to synthesize it. The reactants are: [Br:1][CH2:2][CH2:3][CH2:4][CH2:5][CH3:6].C1(C)C=CC=CC=1.[CH2:14]([P:16]([CH2:19][CH3:20])[CH2:17][CH3:18])[CH3:15]. (8) Given the product [Cl:1][C:2]1[CH:7]=[C:6]([C:8](=[O:18])[NH:9][S:10][CH3:11])[C:5]([NH:19][C:20]([C:22]2[N:23]([C:31]3[C:36]([Cl:37])=[CH:35][CH:34]=[CH:33][N:32]=3)[N:24]=[C:25]([C:27]([F:29])([F:30])[F:28])[CH:26]=2)=[O:21])=[C:4]([CH3:38])[CH:3]=1, predict the reactants needed to synthesize it. The reactants are: [Cl:1][C:2]1[CH:7]=[C:6]([C:8](=[O:18])[N:9]=[S:10](C)[CH2:11]C[Si](C)(C)C)[C:5]([NH:19][C:20]([C:22]2[N:23]([C:31]3[C:36]([Cl:37])=[CH:35][CH:34]=[CH:33][N:32]=3)[N:24]=[C:25]([C:27]([F:30])([F:29])[F:28])[CH:26]=2)=[O:21])=[C:4]([CH3:38])[CH:3]=1.[F-].C([N+](CCCC)(CCCC)CCCC)CCC. (9) The reactants are: [NH2:1][C:2]1[CH:7]=[CH:6][C:5]([Br:8])=[CH:4][N:3]=1.[F:9][C:10]([F:20])([F:19])[C:11]1[CH:18]=[CH:17][C:14]([CH:15]=O)=[CH:13][CH:12]=1.FC(F)(F)C(O)=O.C([SiH](CC)CC)C. Given the product [Br:8][C:5]1[CH:6]=[CH:7][C:2]([NH:1][CH2:15][C:14]2[CH:13]=[CH:12][C:11]([C:10]([F:9])([F:19])[F:20])=[CH:18][CH:17]=2)=[N:3][CH:4]=1, predict the reactants needed to synthesize it.